Dataset: NCI-60 drug combinations with 297,098 pairs across 59 cell lines. Task: Regression. Given two drug SMILES strings and cell line genomic features, predict the synergy score measuring deviation from expected non-interaction effect. (1) Synergy scores: CSS=16.7, Synergy_ZIP=-3.59, Synergy_Bliss=-2.09, Synergy_Loewe=-2.27, Synergy_HSA=-1.14. Cell line: SR. Drug 2: COC1=C2C(=CC3=C1OC=C3)C=CC(=O)O2. Drug 1: C1CC(=O)NC(=O)C1N2CC3=C(C2=O)C=CC=C3N. (2) Drug 1: CCN(CC)CCNC(=O)C1=C(NC(=C1C)C=C2C3=C(C=CC(=C3)F)NC2=O)C. Drug 2: CCCCC(=O)OCC(=O)C1(CC(C2=C(C1)C(=C3C(=C2O)C(=O)C4=C(C3=O)C=CC=C4OC)O)OC5CC(C(C(O5)C)O)NC(=O)C(F)(F)F)O. Cell line: HT29. Synergy scores: CSS=37.3, Synergy_ZIP=9.94, Synergy_Bliss=11.5, Synergy_Loewe=3.63, Synergy_HSA=10.7. (3) Drug 1: C1CCC(C1)C(CC#N)N2C=C(C=N2)C3=C4C=CNC4=NC=N3. Drug 2: CC1=C2C(C(=O)C3(C(CC4C(C3C(C(C2(C)C)(CC1OC(=O)C(C(C5=CC=CC=C5)NC(=O)OC(C)(C)C)O)O)OC(=O)C6=CC=CC=C6)(CO4)OC(=O)C)O)C)O. Cell line: HCT-15. Synergy scores: CSS=8.12, Synergy_ZIP=0.228, Synergy_Bliss=6.70, Synergy_Loewe=3.26, Synergy_HSA=4.62. (4) Drug 1: CC1=C(C=C(C=C1)NC(=O)C2=CC=C(C=C2)CN3CCN(CC3)C)NC4=NC=CC(=N4)C5=CN=CC=C5. Drug 2: CN1C2=C(C=C(C=C2)N(CCCl)CCCl)N=C1CCCC(=O)O.Cl. Cell line: SF-295. Synergy scores: CSS=-1.31, Synergy_ZIP=2.80, Synergy_Bliss=4.47, Synergy_Loewe=-2.08, Synergy_HSA=-2.26. (5) Drug 1: CC1=C(C(CCC1)(C)C)C=CC(=CC=CC(=CC(=O)O)C)C. Drug 2: C1=NNC2=C1C(=O)NC=N2. Cell line: HOP-92. Synergy scores: CSS=0.672, Synergy_ZIP=5.52, Synergy_Bliss=12.3, Synergy_Loewe=0.0701, Synergy_HSA=1.27. (6) Drug 1: CCCS(=O)(=O)NC1=C(C(=C(C=C1)F)C(=O)C2=CNC3=C2C=C(C=N3)C4=CC=C(C=C4)Cl)F. Drug 2: CCCCC(=O)OCC(=O)C1(CC(C2=C(C1)C(=C3C(=C2O)C(=O)C4=C(C3=O)C=CC=C4OC)O)OC5CC(C(C(O5)C)O)NC(=O)C(F)(F)F)O. Cell line: UO-31. Synergy scores: CSS=31.7, Synergy_ZIP=2.18, Synergy_Bliss=8.70, Synergy_Loewe=10.5, Synergy_HSA=10.6. (7) Drug 1: CN(CC1=CN=C2C(=N1)C(=NC(=N2)N)N)C3=CC=C(C=C3)C(=O)NC(CCC(=O)O)C(=O)O. Drug 2: C1C(C(OC1N2C=C(C(=O)NC2=O)F)CO)O. Cell line: HOP-92. Synergy scores: CSS=14.4, Synergy_ZIP=-4.69, Synergy_Bliss=-3.48, Synergy_Loewe=-3.83, Synergy_HSA=-2.39. (8) Drug 1: CCC(=C(C1=CC=CC=C1)C2=CC=C(C=C2)OCCN(C)C)C3=CC=CC=C3.C(C(=O)O)C(CC(=O)O)(C(=O)O)O. Drug 2: C(=O)(N)NO. Cell line: 786-0. Synergy scores: CSS=-2.29, Synergy_ZIP=1.48, Synergy_Bliss=6.15, Synergy_Loewe=1.25, Synergy_HSA=1.22. (9) Drug 1: CC1CCC2CC(C(=CC=CC=CC(CC(C(=O)C(C(C(=CC(C(=O)CC(OC(=O)C3CCCCN3C(=O)C(=O)C1(O2)O)C(C)CC4CCC(C(C4)OC)O)C)C)O)OC)C)C)C)OC. Drug 2: CC1=C(N=C(N=C1N)C(CC(=O)N)NCC(C(=O)N)N)C(=O)NC(C(C2=CN=CN2)OC3C(C(C(C(O3)CO)O)O)OC4C(C(C(C(O4)CO)O)OC(=O)N)O)C(=O)NC(C)C(C(C)C(=O)NC(C(C)O)C(=O)NCCC5=NC(=CS5)C6=NC(=CS6)C(=O)NCCC[S+](C)C)O. Cell line: IGROV1. Synergy scores: CSS=26.1, Synergy_ZIP=-7.71, Synergy_Bliss=-0.808, Synergy_Loewe=-0.105, Synergy_HSA=0.502.